Predict the reaction yield, written as a fraction of the theoretical maximum amount of product (1.0 means a 100% yield; for example, 0.34 means a 34% yield). From a dataset of Reaction yield outcomes from USPTO patents with 853,638 reactions. (1) The reactants are C([NH:5][S:6]([C:9]1[CH:14]=[CH:13][CH:12]=[C:11]([C:15]2[N:16]=[CH:17][N:18]([C:20]3[N:25]=[C:24]([C:26]([F:29])([F:28])[F:27])[CH:23]=[C:22]([C:30]4[CH:35]=[CH:34][C:33]([C:36]([F:39])([F:38])[F:37])=[C:32]([CH3:40])[CH:31]=4)[N:21]=3)[CH:19]=2)[CH:10]=1)(=[O:8])=[O:7])(C)(C)C.C(O)(C(F)(F)F)=O. The catalyst is ClCCl. The product is [CH3:40][C:32]1[CH:31]=[C:30]([C:22]2[CH:23]=[C:24]([C:26]([F:27])([F:28])[F:29])[N:25]=[C:20]([N:18]3[CH:19]=[C:15]([C:11]4[CH:10]=[C:9]([S:6]([NH2:5])(=[O:8])=[O:7])[CH:14]=[CH:13][CH:12]=4)[N:16]=[CH:17]3)[N:21]=2)[CH:35]=[CH:34][C:33]=1[C:36]([F:39])([F:38])[F:37]. The yield is 0.150. (2) The reactants are [Cl:1][CH2:2][CH2:3][CH2:4][S:5]([O:8][CH2:9][C:10]([CH3:20])([CH3:19])[C@@H:11]([O:15][C:16](=[O:18])[CH3:17])[C:12]([OH:14])=[O:13])(=[O:7])=[O:6].C(Cl)(=O)C(Cl)=O.CN(C)C=O.[N:32]1[CH:37]=[CH:36][CH:35]=[C:34]([CH2:38]O)[CH:33]=1. The catalyst is ClCCl. The product is [Cl:1][CH2:2][CH2:3][CH2:4][S:5]([O:8][CH2:9][C:10]([CH3:20])([CH3:19])[C@@H:11]([O:15][C:16](=[O:18])[CH3:17])[C:12]([O:14][CH2:38][C:34]1[CH:33]=[N:32][CH:37]=[CH:36][CH:35]=1)=[O:13])(=[O:6])=[O:7]. The yield is 0.540.